From a dataset of TCR-epitope binding with 47,182 pairs between 192 epitopes and 23,139 TCRs. Binary Classification. Given a T-cell receptor sequence (or CDR3 region) and an epitope sequence, predict whether binding occurs between them. (1) The epitope is DATYQRTRALVR. Result: 0 (the TCR does not bind to the epitope). The TCR CDR3 sequence is CASSIVPWGGADGYTF. (2) The epitope is ILGLPTQTV. The TCR CDR3 sequence is CARGESNTGELFF. Result: 0 (the TCR does not bind to the epitope).